This data is from Forward reaction prediction with 1.9M reactions from USPTO patents (1976-2016). The task is: Predict the product of the given reaction. Given the reactants [OH:1][B:2]1[C:6]2[CH:7]=[C:8]([NH:11][S:12]([C:15]3[C:20]([CH3:21])=[CH:19][C:18]([NH:22]C(=O)C)=[C:17]([CH3:26])[CH:16]=3)(=[O:14])=[O:13])[CH:9]=[CH:10][C:5]=2[CH2:4][O:3]1.Cl, predict the reaction product. The product is: [NH2:22][C:18]1[C:17]([CH3:26])=[CH:16][C:15]([S:12]([NH:11][C:8]2[CH:9]=[CH:10][C:5]3[CH2:4][O:3][B:2]([OH:1])[C:6]=3[CH:7]=2)(=[O:13])=[O:14])=[C:20]([CH3:21])[CH:19]=1.